From a dataset of Forward reaction prediction with 1.9M reactions from USPTO patents (1976-2016). Predict the product of the given reaction. (1) Given the reactants C(OC([N:8]1[CH2:13][CH2:12][C:11](O)([C:14]2[CH:19]=[CH:18][CH:17]=[CH:16][C:15]=2[SH:20])[CH2:10][CH2:9]1)=O)(C)(C)C.[Cl:22][C:23]1[CH:28]=[CH:27][CH:26]=[CH:25][C:24]=1I.CC(C)([O-])C.[K+], predict the reaction product. The product is: [Cl:22][C:23]1[CH:28]=[CH:27][CH:26]=[CH:25][C:24]=1[S:20][C:15]1[CH:16]=[CH:17][CH:18]=[CH:19][C:14]=1[C:11]1[CH2:12][CH2:13][NH:8][CH2:9][CH:10]=1. (2) Given the reactants [Cl:1][C:2]1[CH:3]=[C:4]([CH:8]([OH:13])[CH2:9][N+:10]([O-:12])=[O:11])[CH:5]=[CH:6][CH:7]=1.N1C=CN=C1.Cl[Si:20]([CH2:25][CH3:26])([CH2:23][CH3:24])[CH2:21][CH3:22], predict the reaction product. The product is: [Cl:1][C:2]1[CH:3]=[C:4]([CH:8]([O:13][Si:20]([CH2:25][CH3:26])([CH2:23][CH3:24])[CH2:21][CH3:22])[CH2:9][N+:10]([O-:12])=[O:11])[CH:5]=[CH:6][CH:7]=1.